This data is from Forward reaction prediction with 1.9M reactions from USPTO patents (1976-2016). The task is: Predict the product of the given reaction. (1) The product is: [N+:11]([C:8]1[CH:9]=[CH:10][C:2]([NH:1][S:25]([C:19]2[CH:24]=[CH:23][CH:22]=[CH:21][CH:20]=2)(=[O:27])=[O:26])=[C:3]([CH:7]=1)[C:4]([O:6][CH3:16])=[O:5])([O-:13])=[O:12]. Given the reactants [NH2:1][C:2]1[CH:10]=[CH:9][C:8]([N+:11]([O-:13])=[O:12])=[CH:7][C:3]=1[C:4]([OH:6])=[O:5].Cl[Si](C)(C)[CH3:16].[C:19]1([S:25](Cl)(=[O:27])=[O:26])[CH:24]=[CH:23][CH:22]=[CH:21][CH:20]=1.Cl, predict the reaction product. (2) Given the reactants [CH3:1][N:2]([C:14]1[N:23]=[C:22]([NH2:24])[C:21]2[C:16](=[CH:17][C:18]([O:27][CH3:28])=[C:19]([O:25][CH3:26])[CH:20]=2)[N:15]=1)[CH2:3][CH2:4][CH2:5][NH:6][C:7]([CH:9]1[O:13][CH2:12][CH2:11][CH2:10]1)=[O:8].C1CCCCC1.[ClH:35], predict the reaction product. The product is: [CH3:1][N:2]([C:14]1[N:23]=[C:22]([NH2:24])[C:21]2[C:16](=[CH:17][C:18]([O:27][CH3:28])=[C:19]([O:25][CH3:26])[CH:20]=2)[N:15]=1)[CH2:3][CH2:4][CH2:5][NH:6][C:7]([CH:9]1[O:13][CH2:12][CH2:11][CH2:10]1)=[O:8].[ClH:35].